Dataset: Forward reaction prediction with 1.9M reactions from USPTO patents (1976-2016). Task: Predict the product of the given reaction. (1) Given the reactants Cl[CH2:2][C:3]1[N+:12]([O-:13])=[C:11]([C:14]2[CH:19]=[CH:18][C:17]3[O:20][CH2:21][O:22][C:16]=3[CH:15]=2)[C:10]2[C:5](=[CH:6][C:7]3[O:25][CH2:24][O:23][C:8]=3[CH:9]=2)[N:4]=1.[NH:26]1[CH2:30][CH2:29][CH2:28][CH2:27]1.CN(C=O)C, predict the reaction product. The product is: [N:26]1([CH2:2][C:3]2[N+:12]([O-:13])=[C:11]([C:14]3[CH:19]=[CH:18][C:17]4[O:20][CH2:21][O:22][C:16]=4[CH:15]=3)[C:10]3[C:5](=[CH:6][C:7]4[O:25][CH2:24][O:23][C:8]=4[CH:9]=3)[N:4]=2)[CH2:30][CH2:29][CH2:28][CH2:27]1. (2) Given the reactants [ClH:1].[O:2]1[CH2:6][CH2:5][C:4](=O)[CH2:3]1.[NH2:8][C@H:9]1[CH2:13][CH2:12][N:11]([S:14]([C:17]2[C:18]3[C:19](Br)=[CH:20][N:21]=[CH:22][C:23]=3[CH:24]=[CH:25][CH:26]=2)(=[O:16])=[O:15])[CH2:10]1.C(=O)C1OC=CC=1, predict the reaction product. The product is: [O:2]1[CH2:6][CH2:5][CH:4]([NH:8][C@@H:9]2[CH2:13][CH2:12][N:11]([S:14]([C:17]3[C:18]4[C:19]([Cl:1])=[CH:20][N:21]=[CH:22][C:23]=4[CH:24]=[CH:25][CH:26]=3)(=[O:16])=[O:15])[CH2:10]2)[CH2:3]1. (3) Given the reactants Br[C:2]1[CH:20]=[CH:19][C:18]([Cl:21])=[CH:17][C:3]=1[CH2:4][O:5][C:6]1[CH:15]=[C:14]2[C:9]([CH2:10][CH2:11][CH2:12][C:13]2=[O:16])=[CH:8][CH:7]=1.C(=O)([O-])[O-].[K+].[K+].C1(P(C2C=CC=CC=2)C2C=CC=CC=2)C=CC=CC=1.C(O)(=O)C(C)(C)C, predict the reaction product. The product is: [Cl:21][C:18]1[CH:19]=[CH:20][C:2]2[C:7]3[CH:8]=[C:9]4[CH2:10][CH2:11][CH2:12][C:13](=[O:16])[C:14]4=[CH:15][C:6]=3[O:5][CH2:4][C:3]=2[CH:17]=1. (4) The product is: [CH2:19]([C:6]1([C:12]2[CH:17]=[CH:16][C:15]([Cl:18])=[CH:14][CH:13]=2)[C:5]2[C:9](=[CH:10][C:2]([Cl:1])=[CH:3][CH:4]=2)[NH:8][C:7]1=[O:11])[C:20]1[CH:25]=[CH:24][CH:23]=[CH:22][CH:21]=1. Given the reactants [Cl:1][C:2]1[CH:10]=[C:9]2[C:5]([CH:6]([C:12]3[CH:17]=[CH:16][C:15]([Cl:18])=[CH:14][CH:13]=3)[C:7](=[O:11])[NH:8]2)=[CH:4][CH:3]=1.[CH2:19](Br)[C:20]1[CH:25]=[CH:24][CH:23]=[CH:22][CH:21]=1.[I-].[K+].C(=O)([O-])[O-].[K+].[K+], predict the reaction product. (5) The product is: [F:17][C:16]1[CH:15]=[C:14]([NH:18][C:19](=[O:24])[CH2:20][C:21](=[O:23])[NH:28][CH:32]([C:33]2[CH:4]=[CH:9][CH:8]=[CH:7][CH:6]=2)[CH3:34])[C:13]([F:25])=[CH:12][C:11]=1[O:10][C:8]1[CH:7]=[CH:6][N:5]=[C:4]([C:1]([NH2:2])=[O:3])[CH:9]=1. Given the reactants [C:1]([C:4]1[CH:9]=[C:8]([O:10][C:11]2[C:16]([F:17])=[CH:15][C:14]([NH:18][C:19](=[O:24])[CH2:20][C:21]([OH:23])=O)=[C:13]([F:25])[CH:12]=2)[CH:7]=[CH:6][N:5]=1)(=[O:3])[NH2:2].CC[N:28]([CH:32]([CH3:34])[CH3:33])C(C)C, predict the reaction product.